Regression. Given two drug SMILES strings and cell line genomic features, predict the synergy score measuring deviation from expected non-interaction effect. From a dataset of NCI-60 drug combinations with 297,098 pairs across 59 cell lines. (1) Drug 1: CC1OCC2C(O1)C(C(C(O2)OC3C4COC(=O)C4C(C5=CC6=C(C=C35)OCO6)C7=CC(=C(C(=C7)OC)O)OC)O)O. Synergy scores: CSS=50.2, Synergy_ZIP=-0.328, Synergy_Bliss=-1.51, Synergy_Loewe=-27.1, Synergy_HSA=-6.39. Drug 2: N.N.Cl[Pt+2]Cl. Cell line: COLO 205. (2) Drug 1: CS(=O)(=O)C1=CC(=C(C=C1)C(=O)NC2=CC(=C(C=C2)Cl)C3=CC=CC=N3)Cl. Drug 2: C1=CC=C(C(=C1)C(C2=CC=C(C=C2)Cl)C(Cl)Cl)Cl. Cell line: PC-3. Synergy scores: CSS=6.36, Synergy_ZIP=-0.380, Synergy_Bliss=5.94, Synergy_Loewe=4.84, Synergy_HSA=5.14. (3) Drug 1: CC12CCC(CC1=CCC3C2CCC4(C3CC=C4C5=CN=CC=C5)C)O. Drug 2: CCC(=C(C1=CC=CC=C1)C2=CC=C(C=C2)OCCN(C)C)C3=CC=CC=C3.C(C(=O)O)C(CC(=O)O)(C(=O)O)O. Cell line: MCF7. Synergy scores: CSS=13.7, Synergy_ZIP=-3.63, Synergy_Bliss=1.05, Synergy_Loewe=1.58, Synergy_HSA=1.47. (4) Drug 1: CC12CCC3C(C1CCC2=O)CC(=C)C4=CC(=O)C=CC34C. Drug 2: CC1OCC2C(O1)C(C(C(O2)OC3C4COC(=O)C4C(C5=CC6=C(C=C35)OCO6)C7=CC(=C(C(=C7)OC)O)OC)O)O. Cell line: K-562. Synergy scores: CSS=78.9, Synergy_ZIP=8.92, Synergy_Bliss=7.69, Synergy_Loewe=8.85, Synergy_HSA=9.18.